This data is from Reaction yield outcomes from USPTO patents with 853,638 reactions. The task is: Predict the reaction yield, written as a fraction of the theoretical maximum amount of product (1.0 means a 100% yield; for example, 0.34 means a 34% yield). (1) The reactants are [CH3:1][N:2]1[CH2:6][CH2:5][CH2:4][CH:3]1[CH2:7][O:8][C:9]1[CH:10]=[C:11]2[C:16](=[CH:17][CH:18]=1)[CH:15]=[C:14]([C:19]1[C:27]3[C:22](=[CH:23][CH:24]=[C:25]([C:28]#[N:29])[CH:26]=3)[N:21](C3CCCCO3)[N:20]=1)[CH:13]=[CH:12]2.[OH-:36].[K+]. The catalyst is C(O)(C)(C)C. The product is [CH3:1][N:2]1[CH2:6][CH2:5][CH2:4][CH:3]1[CH2:7][O:8][C:9]1[CH:10]=[C:11]2[C:16](=[CH:17][CH:18]=1)[CH:15]=[C:14]([C:19]1[C:27]3[C:22](=[CH:23][CH:24]=[C:25]([C:28]([NH2:29])=[O:36])[CH:26]=3)[NH:21][N:20]=1)[CH:13]=[CH:12]2. The yield is 0.750. (2) The reactants are C(OC([N:8]1[C@H:12]([CH2:13][N:14]([CH2:21][CH3:22])[C:15]2[CH:20]=[CH:19][CH:18]=[CH:17][CH:16]=2)[CH2:11][O:10]C1(C)C)=O)(C)(C)C.Cl. The catalyst is O1CCOCC1. The product is [NH2:8][C@H:12]([CH2:13][N:14]([CH2:21][CH3:22])[C:15]1[CH:20]=[CH:19][CH:18]=[CH:17][CH:16]=1)[CH2:11][OH:10]. The yield is 0.840.